Dataset: NCI-60 drug combinations with 297,098 pairs across 59 cell lines. Task: Regression. Given two drug SMILES strings and cell line genomic features, predict the synergy score measuring deviation from expected non-interaction effect. Drug 1: CC12CCC3C(C1CCC2=O)CC(=C)C4=CC(=O)C=CC34C. Drug 2: C1CC(=O)NC(=O)C1N2C(=O)C3=CC=CC=C3C2=O. Cell line: IGROV1. Synergy scores: CSS=39.6, Synergy_ZIP=-0.214, Synergy_Bliss=1.01, Synergy_Loewe=-6.97, Synergy_HSA=0.770.